Predict the reactants needed to synthesize the given product. From a dataset of Retrosynthesis with 50K atom-mapped reactions and 10 reaction types from USPTO. (1) The reactants are: CCOC(=O)NS(=O)(=O)N(C)S(C)(=O)=O.COc1cc(C)nc(N)n1. Given the product COc1cc(C)nc(NC(=O)NS(=O)(=O)N(C)S(C)(=O)=O)n1, predict the reactants needed to synthesize it. (2) The reactants are: CC1(c2cccnc2CC#N)OCCO1. Given the product CC1(c2cccnc2CCN)OCCO1, predict the reactants needed to synthesize it. (3) Given the product N#Cc1ccc(Cn2cncc2CCNCc2ccccc2NC(=O)c2cccc(O)c2)cc1F, predict the reactants needed to synthesize it. The reactants are: N#Cc1ccc(Cn2cncc2CCN)cc1F.O=Cc1ccccc1NC(=O)c1cccc(O)c1. (4) Given the product COc1cc(C)cc(F)c1, predict the reactants needed to synthesize it. The reactants are: COc1cc(F)cc(Br)c1.O=C([O-])[O-]. (5) Given the product COCCN(C=O)Cc1ccc(-c2cc3nccc(Oc4ccc(NC(=O)NC5CC5)cc4F)c3s2)nc1, predict the reactants needed to synthesize it. The reactants are: COCCNCc1ccc(-c2cc3nccc(Oc4ccc(NC(=O)NC5CC5)cc4F)c3s2)nc1.O=CO. (6) Given the product O=C(O)c1oc2c(Cl)cncc2c1Nc1ccc(I)cc1F, predict the reactants needed to synthesize it. The reactants are: CCOC(=O)c1oc2c(Cl)cncc2c1Nc1ccc(I)cc1F. (7) The reactants are: Nn1ccc2cc(F)ccc21.O=C(O)c1cnc(-c2ccccn2)nc1. Given the product O=C(Nn1ccc2cc(F)ccc21)c1cnc(-c2ccccn2)nc1, predict the reactants needed to synthesize it. (8) Given the product Cn1cnc(S(=O)(=O)N2CCSCC2)c1, predict the reactants needed to synthesize it. The reactants are: C1CSCCN1.Cn1cnc(S(=O)(=O)Cl)c1. (9) Given the product CC(C)NCc1nc(-c2ccc(C(F)(F)F)cc2)no1, predict the reactants needed to synthesize it. The reactants are: CC(C)N.FC(F)(F)c1ccc(-c2noc(CCl)n2)cc1.